This data is from Full USPTO retrosynthesis dataset with 1.9M reactions from patents (1976-2016). The task is: Predict the reactants needed to synthesize the given product. Given the product [Br:1][C:2]1[CH:10]=[CH:9][C:5]([C:6]([Cl:20])=[O:7])=[C:4]([Cl:11])[CH:3]=1, predict the reactants needed to synthesize it. The reactants are: [Br:1][C:2]1[CH:10]=[CH:9][C:5]([C:6](O)=[O:7])=[C:4]([Cl:11])[CH:3]=1.CN(C=O)C.C(Cl)(=O)C([Cl:20])=O.